Predict the reactants needed to synthesize the given product. From a dataset of Full USPTO retrosynthesis dataset with 1.9M reactions from patents (1976-2016). (1) Given the product [Cl:11][C:12]1[CH:17]=[C:16]([Cl:18])[CH:15]=[CH:14][C:13]=1[CH:19]([N:21]1[C:25]([CH:26]=[O:27])=[CH:24][C:23]([O:28][CH:29]([CH3:31])[CH3:30])=[N:22]1)[CH3:20], predict the reactants needed to synthesize it. The reactants are: CS(C)=O.C(Cl)(=O)C(Cl)=O.[Cl:11][C:12]1[CH:17]=[C:16]([Cl:18])[CH:15]=[CH:14][C:13]=1[CH:19]([N:21]1[C:25]([CH2:26][OH:27])=[CH:24][C:23]([O:28][CH:29]([CH3:31])[CH3:30])=[N:22]1)[CH3:20].C(N(CC)CC)C. (2) Given the product [O:19]1[CH2:20][CH2:21][CH2:22][CH2:23][CH:18]1[N:5]1[C:6]([B:9]2[O:13][C:12]([CH3:15])([CH3:14])[C:11]([CH3:17])([CH3:16])[O:10]2)=[CH:7][N:8]=[CH:4]1, predict the reactants needed to synthesize it. The reactants are: [H][H].Cl[C:4]1[N:5]([CH:18]2[CH2:23][CH2:22][CH2:21][CH2:20][O:19]2)[C:6]([B:9]2[O:13][C:12]([CH3:15])([CH3:14])[C:11]([CH3:17])([CH3:16])[O:10]2)=[CH:7][N:8]=1. (3) Given the product [NH2:10][C:3]1[CH:4]=[C:5]([CH:8]=[CH:9][C:2]=1[Br:1])[CH:6]=[O:7], predict the reactants needed to synthesize it. The reactants are: [Br:1][C:2]1[CH:9]=[CH:8][C:5]([CH:6]=[O:7])=[CH:4][C:3]=1[N+:10]([O-])=O.S(S([O-])=O)([O-])=O.[Na+].[Na+].C([O-])([O-])=O.[K+].[K+]. (4) Given the product [C:1]([C:3]1[CH:4]=[CH:5][C:6]([O:32][CH3:33])=[C:7]([S:9]([NH:12][CH2:13][CH2:14][C:15]2[CH:20]=[CH:19][C:18]([C:21]3[CH:26]=[CH:25][CH:24]=[CH:23][C:22]=3[S:27]([CH3:30])(=[O:28])=[O:29])=[CH:17][C:16]=2[O:31][CH2:44][C:45]([O:47][CH2:48][CH3:49])=[O:46])(=[O:10])=[O:11])[CH:8]=1)#[N:2], predict the reactants needed to synthesize it. The reactants are: [C:1]([C:3]1[CH:4]=[CH:5][C:6]([O:32][CH3:33])=[C:7]([S:9]([NH:12][CH2:13][CH2:14][C:15]2[CH:20]=[CH:19][C:18]([C:21]3[CH:26]=[CH:25][CH:24]=[CH:23][C:22]=3[S:27]([CH3:30])(=[O:29])=[O:28])=[CH:17][C:16]=2[OH:31])(=[O:11])=[O:10])[CH:8]=1)#[N:2].C(N(CC)C(C)C)(C)C.Br[CH2:44][C:45]([O:47][CH2:48][CH3:49])=[O:46].O. (5) Given the product [O:12]([CH2:11][C:10]1[CH:9]=[C:8]([C:7]([O:6][CH2:4][CH3:5])=[O:21])[NH:3][N:2]=1)[C:13]1[CH:18]=[CH:17][CH:16]=[CH:15][CH:14]=1, predict the reactants needed to synthesize it. The reactants are: O.[NH2:2][NH2:3].[CH2:4]([O:6][C:7](=[O:21])[C:8](=O)[CH2:9][C:10](=O)[CH2:11][O:12][C:13]1[CH:18]=[CH:17][CH:16]=[CH:15][CH:14]=1)[CH3:5].